Dataset: Full USPTO retrosynthesis dataset with 1.9M reactions from patents (1976-2016). Task: Predict the reactants needed to synthesize the given product. (1) Given the product [ClH:18].[NH2:10][C@@H:7]1[CH2:8][O:9][C@@H:4]([CH2:3][C:1]#[N:2])[CH2:5][CH2:6]1.[ClH:21].[NH2:10][C@@H:7]1[CH2:8][O:9][C@H:4]([CH2:3][C:1]#[N:2])[CH2:5][CH2:6]1, predict the reactants needed to synthesize it. The reactants are: [C:1]([CH2:3][CH:4]1[O:9][CH2:8][C@@H:7]([NH:10]C(=O)OC(C)(C)C)[CH2:6][CH2:5]1)#[N:2].[Cl:18]CCl.[ClH:21].O1CCOCC1. (2) The reactants are: [F:1][C:2]1[CH:10]=[CH:9][CH:8]=[C:7]2[C:3]=1[CH:4]=[C:5]([C:11]1[CH:16]=[C:15]([C:17]3[C:18]([N:37]([CH3:42])[S:38]([CH3:41])(=[O:40])=[O:39])=[CH:19][C:20]4[O:24][C:23]([C:25]5[CH:30]=[CH:29][C:28]([F:31])=[CH:27][CH:26]=5)=[C:22]([C:32]([NH:34][CH3:35])=[O:33])[C:21]=4[CH:36]=3)[CH:14]=[CH:13][N:12]=1)[NH:6]2.[CH3:43][I:44]. Given the product [I-:44].[F:1][C:2]1[CH:10]=[CH:9][CH:8]=[C:7]2[C:3]=1[CH:4]=[C:5]([C:11]1[CH:16]=[C:15]([C:17]3[C:18]([N:37]([CH3:42])[S:38]([CH3:41])(=[O:39])=[O:40])=[CH:19][C:20]4[O:24][C:23]([C:25]5[CH:26]=[CH:27][C:28]([F:31])=[CH:29][CH:30]=5)=[C:22]([C:32](=[O:33])[NH:34][CH3:35])[C:21]=4[CH:36]=3)[CH:14]=[CH:13][N+:12]=1[CH3:43])[NH:6]2, predict the reactants needed to synthesize it. (3) Given the product [C:1]([O:9][CH2:10][C@@H:11]1[C@@H:18]2[C@@H:14]([O:15][C:16](=[O:19])[CH2:17]2)[CH2:13][O:12]1)(=[O:8])[C:2]1[CH:7]=[CH:6][CH:5]=[CH:4][CH:3]=1, predict the reactants needed to synthesize it. The reactants are: [C:1]([O:9][CH2:10][CH:11]1[CH:18]2[CH:14]([O:15][C:16](=[O:19])[CH2:17]2)[CH:13](SC2C=CC=CC=2)[O:12]1)(=[O:8])[C:2]1[CH:7]=[CH:6][CH:5]=[CH:4][CH:3]=1. (4) Given the product [C:17]1([C:18]2[CH:19]=[CH:20][CH:39]=[CH:38][CH:43]=2)[CH:16]=[CH:25][CH:24]=[CH:23][C:22]=1[NH:21][C:1](=[O:3])[OH:4], predict the reactants needed to synthesize it. The reactants are: [C:1]([OH:4])(=[O:3])C.NC[C@@H]([C:16]1[CH:25]=[CH:24][C:23](O)=[C:22]2[C:17]=1[CH:18]=[CH:19][C:20](=O)[NH:21]2)O[Si](C(C)(C)C)(C)C.C(O[BH-](O[C:38](=O)[CH3:39])OC(=O)C)(=O)C.[Na+].Cl[CH2:43]Cl. (5) Given the product [CH2:8]([O:15][C:16]1[CH:32]=[CH:31][C:19]2[N:20]([CH2:29][CH3:30])[C:21](=[O:28])[C:22]([CH2:33][CH2:34][CH2:35][CH3:36])([CH3:27])[C:23](=[O:26])[N:24]([CH3:25])[C:18]=2[CH:17]=1)[C:9]1[CH:10]=[CH:11][CH:12]=[CH:13][CH:14]=1, predict the reactants needed to synthesize it. The reactants are: [H-].[Na+].CN(C)C=O.[CH2:8]([O:15][C:16]1[CH:32]=[CH:31][C:19]2[N:20]([CH2:29][CH3:30])[C:21](=[O:28])[CH:22]([CH3:27])[C:23](=[O:26])[N:24]([CH3:25])[C:18]=2[CH:17]=1)[C:9]1[CH:14]=[CH:13][CH:12]=[CH:11][CH:10]=1.[CH2:33](I)[CH2:34][CH2:35][CH3:36]. (6) Given the product [CH:1]([C:5]1[CH:10]=[C:9]([C:11]([CH3:14])([CH3:13])[CH3:12])[C:8]([OH:15])=[C:7]([S:21]([Cl:20])(=[O:23])=[O:22])[CH:6]=1)([CH2:3][CH3:4])[CH3:2], predict the reactants needed to synthesize it. The reactants are: [CH:1]([C:5]1[CH:10]=[C:9]([C:11]([CH3:14])([CH3:13])[CH3:12])[C:8]([OH:15])=[C:7](C(C)(C)C)[CH:6]=1)([CH2:3][CH3:4])[CH3:2].[Cl:20][S:21](O)(=[O:23])=[O:22]. (7) The reactants are: C1(C)C=CC(S(OCC[C:13]2[CH:23]=[CH:22][CH:21]=[C:15]3[C:16]([NH:18][C:19](=[O:20])[C:14]=23)=[O:17])(=O)=O)=CC=1.[I-].[K+].C(=O)([O-])O.[Na+]. Given the product [C:19]1(=[O:20])[NH:18][C:16](=[O:17])[C:15]2=[CH:21][CH:22]=[CH:23][CH:13]=[C:14]12, predict the reactants needed to synthesize it. (8) Given the product [CH:40]1([N:41]([CH3:36])[C:19]([CH:16]2[CH2:15][CH2:14][N:13]([C:8]3[CH:9]=[N:10][CH:11]=[CH:12][C:7]=3[N:5]3[CH:6]=[C:2]([CH3:1])[CH:3]=[N:4]3)[CH2:18][CH2:17]2)=[O:21])[CH2:38][CH2:39]1, predict the reactants needed to synthesize it. The reactants are: [CH3:1][C:2]1[CH:3]=[N:4][N:5]([C:7]2[CH:12]=[CH:11][N:10]=[CH:9][C:8]=2[N:13]2[CH2:18][CH2:17][CH:16]([C:19]([OH:21])=O)[CH2:15][CH2:14]2)[CH:6]=1.CN(C=O)C.CN(C(ON1N=NC2[CH:38]=[CH:39][CH:40]=[N:41][C:36]1=2)=[N+](C)C)C.F[P-](F)(F)(F)(F)F.CNC1CC1. (9) Given the product [CH3:17][O:16][C:10]1[CH:9]=[C:8]([C:6]([C:5]2[C:24]3[CH:25]=[C:26]([OH:27])[C:28]4[C:21](=[CH:20][CH:19]=[CH:18][CH:29]=4)[C:22]=3[O:23][CH:4]=2)=[O:7])[CH:13]=[CH:12][C:11]=1[O:14][CH3:15], predict the reactants needed to synthesize it. The reactants are: CN([CH:4]=[CH:5][C:6]([C:8]1[CH:13]=[CH:12][C:11]([O:14][CH3:15])=[C:10]([O:16][CH3:17])[CH:9]=1)=[O:7])C.[CH:18]1[CH:29]=[C:28]2[C:21]([C:22]([CH:24]=[CH:25][C:26]2=[O:27])=[O:23])=[CH:20][CH:19]=1.